This data is from Full USPTO retrosynthesis dataset with 1.9M reactions from patents (1976-2016). The task is: Predict the reactants needed to synthesize the given product. Given the product [CH2:54]([C:51]1[CH:50]=[CH:49][C:48]([CH2:47][C:45]2[CH:44]=[CH:43][C:42]([F:56])=[C:41]([C@:10]3([OH:40])[CH2:11][C@H:12]([CH2:31][OH:32])[C@@H:13]([OH:23])[C@H:14]([OH:15])[C@H:9]3[OH:8])[CH:46]=2)=[CH:53][CH:52]=1)[CH3:55], predict the reactants needed to synthesize it. The reactants are: C([O:8][C@@H:9]1[C@@H:14]([O:15]CC2C=CC=CC=2)[C@H:13]([O:23]CC2C=CC=CC=2)[C@@H:12]([CH2:31][O:32]CC2C=CC=CC=2)[CH2:11][C@:10]1([C:41]1[CH:46]=[C:45]([CH2:47][C:48]2[CH:53]=[CH:52][C:51]([CH2:54][CH3:55])=[CH:50][CH:49]=2)[CH:44]=[CH:43][C:42]=1[F:56])[OH:40])C1C=CC=CC=1.